This data is from Reaction yield outcomes from USPTO patents with 853,638 reactions. The task is: Predict the reaction yield, written as a fraction of the theoretical maximum amount of product (1.0 means a 100% yield; for example, 0.34 means a 34% yield). (1) The product is [C:26]([NH:1][C:2]1[CH:7]=[CH:6][C:5]([C@@H:8]([NH:12][C:13]([O:15][C:16]([CH3:19])([CH3:18])[CH3:17])=[O:14])[C:9]([OH:11])=[O:10])=[CH:4][CH:3]=1)(=[O:28])[CH3:27]. The reactants are [NH2:1][C:2]1[CH:7]=[CH:6][C:5]([C@@H:8]([NH:12][C:13]([O:15][C:16]([CH3:19])([CH3:18])[CH3:17])=[O:14])[C:9]([OH:11])=[O:10])=[CH:4][CH:3]=1.N1C=CC=CC=1.[C:26](OC(=O)C)(=[O:28])[CH3:27]. The yield is 0.510. The catalyst is ClCCl. (2) The reactants are [CH3:1][O:2][C:3]1[CH:4]=[C:5]([CH:10]=[CH:11][C:12]=1[O:13][CH2:14][CH2:15][O:16][CH3:17])[C:6]([O:8][CH3:9])=[O:7].[N+:18]([O-])([OH:20])=[O:19]. The catalyst is CC(O)=O. The product is [CH3:1][O:2][C:3]1[C:12]([O:13][CH2:14][CH2:15][O:16][CH3:17])=[CH:11][C:10]([N+:18]([O-:20])=[O:19])=[C:5]([CH:4]=1)[C:6]([O:8][CH3:9])=[O:7]. The yield is 0.800. (3) The reactants are [C:1](=[O:16])([O:14][CH3:15])[O:2][C:3]1[CH:8]=[CH:7][C:6]([F:9])=[CH:5][C:4]=1[C:10]([CH3:13])([CH3:12])[CH3:11].[N+:17]([O-:20])([OH:19])=[O:18]. The catalyst is OS(O)(=O)=O. The product is [C:1](=[O:16])([O:14][CH3:15])[O:2][C:3]1[CH:8]=[C:7]([N+:17]([O-:19])=[O:18])[C:6]([F:9])=[CH:5][C:4]=1[C:10]([CH3:11])([CH3:12])[CH3:13].[C:1](=[O:16])([O:14][CH3:15])[O:2][C:3]1[C:8]([N+:17]([O-:20])=[O:18])=[CH:7][C:6]([F:9])=[CH:5][C:4]=1[C:10]([CH3:11])([CH3:12])[CH3:13]. The yield is 0.550. (4) The reactants are [CH:1]([N:4]1[CH2:9][CH2:8][N:7]([C:10]2[CH:15]=[CH:14][C:13]([N+:16]([O-])=O)=[CH:12][CH:11]=2)[CH2:6][CH2:5]1)([CH3:3])[CH3:2].O.O.[Sn](Cl)Cl.Cl. The catalyst is CO. The product is [CH:1]([N:4]1[CH2:9][CH2:8][N:7]([C:10]2[CH:11]=[CH:12][C:13]([NH2:16])=[CH:14][CH:15]=2)[CH2:6][CH2:5]1)([CH3:3])[CH3:2]. The yield is 0.880. (5) The reactants are [CH2:1]([O:3][C:4]1[CH:5]=[C:6]([C@H:11]([N:17]2[C:25](=[O:26])[C:24]3[C:19](=[CH:20][CH:21]=[CH:22][C:23]=3[NH:27][C:28]([CH:30]3[CH2:32][CH2:31]3)=[O:29])[CH2:18]2)[CH2:12][S:13]([CH3:16])(=[O:15])=[O:14])[CH:7]=[CH:8][C:9]=1[OH:10])[CH3:2].[CH2:33]([O:40][C:41]([CH:43]1[CH:48]([O:49][C:50](=[O:52])[CH3:51])[CH:47]([O:53][C:54](=[O:56])[CH3:55])[CH:46]([O:57][C:58](=[O:60])[CH3:59])[CH:45](OC(=N)C(Cl)(Cl)Cl)[O:44]1)=[O:42])[C:34]1[CH:39]=[CH:38][CH:37]=[CH:36][CH:35]=1.B(F)(F)F.CCOCC. The catalyst is ClCCl.CCOC(C)=O. The product is [C:50]([O:49][C@H:48]1[C@H:47]([O:53][C:54](=[O:56])[CH3:55])[C@@H:46]([O:57][C:58](=[O:60])[CH3:59])[C@H:45]([O:10][C:9]2[CH:8]=[CH:7][C:6]([C@H:11]([N:17]3[CH2:18][C:19]4[C:24](=[C:23]([NH:27][C:28]([CH:30]5[CH2:31][CH2:32]5)=[O:29])[CH:22]=[CH:21][CH:20]=4)[C:25]3=[O:26])[CH2:12][S:13]([CH3:16])(=[O:15])=[O:14])=[CH:5][C:4]=2[O:3][CH2:1][CH3:2])[O:44][C@@H:43]1[C:41]([O:40][CH2:33][C:34]1[CH:39]=[CH:38][CH:37]=[CH:36][CH:35]=1)=[O:42])(=[O:52])[CH3:51]. The yield is 0.560. (6) The reactants are [CH3:1][C:2]1[N:3]([CH2:14][C:15]([O:17][CH2:18][CH3:19])=[O:16])[C:4]2[CH2:5][C:6]([CH3:13])([CH3:12])[CH2:7][C:8](=O)[C:9]=2[CH:10]=1.B.C1COCC1.CCOC(C)=O.CCO. The catalyst is C1COCC1. The product is [CH3:1][C:2]1[N:3]([CH2:14][C:15]([O:17][CH2:18][CH3:19])=[O:16])[C:4]2[CH2:5][C:6]([CH3:13])([CH3:12])[CH2:7][CH2:8][C:9]=2[CH:10]=1. The yield is 0.468. (7) The reactants are Br[C:2]1[C:7]([F:8])=[CH:6][CH:5]=[CH:4][C:3]=1[NH:9][C:10](=[O:14])[CH2:11][CH2:12][CH3:13].[CH3:15][C:16]([CH3:21])([CH3:20])[C:17]#[C:18]C. The catalyst is CCN(CC)CC.[Cu]I. The product is [CH3:15][C:16]([CH3:21])([CH3:20])[C:17]#[C:18][C:2]1[C:7]([F:8])=[CH:6][CH:5]=[CH:4][C:3]=1[NH:9][C:10](=[O:14])[CH2:11][CH2:12][CH3:13]. The yield is 0.550.